Dataset: Reaction yield outcomes from USPTO patents with 853,638 reactions. Task: Predict the reaction yield, written as a fraction of the theoretical maximum amount of product (1.0 means a 100% yield; for example, 0.34 means a 34% yield). The catalyst is CO.[Pd]. The yield is 0.0700. The product is [CH:1]1([C:6]2[CH:7]=[N:8][C:9]([C:12]([NH:14][C@H:15]3[CH2:19][CH2:18][N:17]([C:20]4[C:21]5[N:22]([CH:26]=[CH:27][CH:28]=5)[CH:23]=[CH:24][N:25]=4)[CH2:16]3)=[O:13])=[N:10][CH:11]=2)[CH2:2][CH2:3][CH2:4][CH2:5]1. The reactants are [C:1]1([C:6]2[CH:7]=[N:8][C:9]([C:12]([NH:14][C@H:15]3[CH2:19][CH2:18][N:17]([C:20]4[C:21]5[N:22]([CH:26]=[CH:27][CH:28]=5)[CH:23]=[CH:24][N:25]=4)[CH2:16]3)=[O:13])=[N:10][CH:11]=2)[CH2:5][CH2:4][CH2:3][CH:2]=1.